Predict the product of the given reaction. From a dataset of Forward reaction prediction with 1.9M reactions from USPTO patents (1976-2016). (1) Given the reactants Cl[C:2]1[N:3]=[CH:4][C:5](I)=[C:6]2[C:11]=1[N:10]=[C:9]([CH3:12])[CH:8]=[CH:7]2.[F:14][C:15]1[CH:16]=[N:17][CH:18]=[C:19](B(O)O)[CH:20]=1.[CH3:24][N:25]1[CH:29]=[CH:28][C:27]([NH2:30])=[N:26]1, predict the reaction product. The product is: [F:14][C:15]1[CH:20]=[C:19]([C:5]2[CH:4]=[N:3][C:2]([NH:30][C:27]3[CH:28]=[CH:29][N:25]([CH3:24])[N:26]=3)=[C:11]3[C:6]=2[CH:7]=[CH:8][C:9]([CH3:12])=[N:10]3)[CH:18]=[N:17][CH:16]=1. (2) Given the reactants [NH:1](C(OC(C)(C)C)=O)[C@H:2]([C:10]([OH:12])=[O:11])[CH2:3][C:4]1[CH:9]=[CH:8][CH:7]=[CH:6][CH:5]=1.Cl.CCN(C(C)C)C(C)C.CN(C(ON1N=NC2C=CC=CC1=2)=[N+](C)C)C.F[P-](F)(F)(F)(F)F, predict the reaction product. The product is: [NH2:1][C@H:2]([C:10]([OH:12])=[O:11])[CH2:3][C:4]1[CH:9]=[CH:8][CH:7]=[CH:6][CH:5]=1. (3) Given the reactants [CH3:1][O:2][C:3]([C@H:5]1[CH2:10][CH2:9][C@H:8]([C:11](O)=O)[CH2:7][CH2:6]1)=[O:4].Cl.[NH2:15][CH2:16][C:17]([C:19]1[CH:24]=[CH:23][CH:22]=[CH:21][CH:20]=1)=O.C1C=CC2N(O)N=[N:31]C=2C=1.O.CCN=C=NCCCN(C)C.Cl.C(N(CC)CC)C.C([O-])(=O)C.[NH4+], predict the reaction product. The product is: [C:19]1([C:17]2[N:31]=[C:11]([C@H:8]3[CH2:9][CH2:10][C@H:5]([C:3]([O:2][CH3:1])=[O:4])[CH2:6][CH2:7]3)[NH:15][CH:16]=2)[CH:24]=[CH:23][CH:22]=[CH:21][CH:20]=1. (4) The product is: [F:1][C:2]1[C:3]([NH:27][CH:28]2[CH2:33][C:32]([CH3:34])([CH3:35])[N:31]([CH3:36])[C:30]([CH3:38])([CH3:37])[CH2:29]2)=[N:4][C:5]([NH:8][C:9]2[CH:10]=[C:11]([N:20]3[C:24](=[O:25])[N:23]([CH3:26])[N:22]=[N:21]3)[C:12]([CH3:19])=[C:13]([CH:18]=2)[C:14]([OH:16])=[O:15])=[N:6][CH:7]=1. Given the reactants [F:1][C:2]1[C:3]([NH:27][CH:28]2[CH2:33][C:32]([CH3:35])([CH3:34])[N:31]([CH3:36])[C:30]([CH3:38])([CH3:37])[CH2:29]2)=[N:4][C:5]([NH:8][C:9]2[CH:10]=[C:11]([N:20]3[C:24](=[O:25])[N:23]([CH3:26])[N:22]=[N:21]3)[C:12]([CH3:19])=[C:13]([CH:18]=2)[C:14]([O:16]C)=[O:15])=[N:6][CH:7]=1.[Li+].[OH-].Cl, predict the reaction product. (5) Given the reactants [CH3:1][C:2]1[O:6][N:5]=[C:4]([C:7]2[S:11][C:10]([NH2:12])=[N:9][C:8]=2[C:13]2[CH:18]=[CH:17][CH:16]=[CH:15][CH:14]=2)[N:3]=1.[C:19]1([CH2:25][C:26](Cl)=[O:27])[CH:24]=[CH:23][CH:22]=[CH:21][CH:20]=1, predict the reaction product. The product is: [CH3:1][C:2]1[O:6][N:5]=[C:4]([C:7]2[S:11][C:10]([NH:12][C:26](=[O:27])[CH2:25][C:19]3[CH:24]=[CH:23][CH:22]=[CH:21][CH:20]=3)=[N:9][C:8]=2[C:13]2[CH:14]=[CH:15][CH:16]=[CH:17][CH:18]=2)[N:3]=1.